From a dataset of Experimentally validated miRNA-target interactions with 360,000+ pairs, plus equal number of negative samples. Binary Classification. Given a miRNA mature sequence and a target amino acid sequence, predict their likelihood of interaction. (1) The miRNA is mmu-miR-320-5p with sequence GCCUUCUCUUCCCGGUUCUUCC. The protein sequence of the target gene is MNSSDEEKQLQLITSLKEQAIGEYEDLRAENQKTKEKCDKIRQERDEAVKKLEEFQKISHMVIEEVNFMQNHLEIEKTCRESAEALATKLNKENKTLKRISMLYMAKLGPDVITEEINIDDEDSTTDTDGAAETCVSVQCQKQIKELRDQIVSVQEEKKILAIELENLKSKLVEVIEEVNKVKQEKTVLNSEVLEQRKVLEKCNRVSMLAVEEYEEMQVNLELEKDLRKKAESFAQEMFIEQNKLKRQSHLLLQSSIPDQQLLKALDENAKLTQQLEEERIQHQQKVKELEEQLENETLH.... Result: 0 (no interaction). (2) The miRNA is hsa-miR-940 with sequence AAGGCAGGGCCCCCGCUCCCC. The protein sequence of the target gene is MASFPPRVNEKEIVRLRTIGELLAPAAPFDKKCGRENWTVAFAPDGSYFAWSQGHRTVKLVPWSQCLQNFLLHGTKNVTNSSSLRLPRQNSDGGQKNKPREHIIDCGDIVWSLAFGSSVPEKQSRCVNIEWHRFRFGQDQLLLATGLNNGRIKIWDVYTGKLLLNLVDHTEVVRDLTFAPDGSLILVSASRDKTLRVWDLKDDGNMMKVLRGHQNWVYSCAFSPDSSMLCSVGASKAVFLWNMDKYTMIRKLEGHHHDVVACDFSPDGALLATASYDTRVYIWDPHNGDILMEFGHLFPP.... Result: 1 (interaction).